The task is: Predict which catalyst facilitates the given reaction.. This data is from Catalyst prediction with 721,799 reactions and 888 catalyst types from USPTO. (1) Reactant: [CH3:1][CH:2]([CH3:30])[C@@H:3]([NH:8][S:9]([C:12]1[CH:29]=[CH:28][C:15]2[O:16][C:17]3[CH:22]=[C:21]([C:23]4[S:24][CH:25]=[CH:26][N:27]=4)[CH:20]=[CH:19][C:18]=3[C:14]=2[CH:13]=1)(=[O:11])=[O:10])[C:4]([O:6]C)=[O:5].[Li+].[OH-].O. Product: [CH3:1][CH:2]([CH3:30])[C@@H:3]([NH:8][S:9]([C:12]1[CH:29]=[CH:28][C:15]2[O:16][C:17]3[CH:22]=[C:21]([C:23]4[S:24][CH:25]=[CH:26][N:27]=4)[CH:20]=[CH:19][C:18]=3[C:14]=2[CH:13]=1)(=[O:11])=[O:10])[C:4]([OH:6])=[O:5]. The catalyst class is: 87. (2) Reactant: [CH2:1]([O:9][C:10]1[CH:15]=[CH:14][C:13]([CH2:16][C:17]([OH:19])=O)=[CH:12][CH:11]=1)[CH2:2][CH2:3][CH2:4][CH2:5][CH2:6][CH2:7][CH3:8].C(N1C=CN=C1)(N1C=CN=C1)=O.N1C=CN=C1.[H-].[Na+].[NH2:39][C:40]1[S:41][S:42][C:43](=[S:45])[N:44]=1. Product: [CH2:1]([O:9][C:10]1[CH:15]=[CH:14][C:13]([CH2:16][C:17]([NH:39][C:40]2[S:41][S:42][C:43](=[S:45])[N:44]=2)=[O:19])=[CH:12][CH:11]=1)[CH2:2][CH2:3][CH2:4][CH2:5][CH2:6][CH2:7][CH3:8]. The catalyst class is: 30. (3) Reactant: [Si:1]([O:8][C@H:9]1[CH2:32][CH2:31][C@@:30]2([CH3:33])[C@@H:11]([CH2:12][CH2:13][C:14]3[C:15]4[C@:26]([CH3:34])([CH2:27][CH2:28][C:29]=32)[C@@H:18]([C@H:19]([CH3:25])[CH2:20][CH2:21][C:22]([OH:24])=O)[CH2:17][CH:16]=4)[C:10]1([CH3:36])[CH3:35])([C:4]([CH3:7])([CH3:6])[CH3:5])([CH3:3])[CH3:2].C[N:38]1[CH2:43]COCC1.[CH2:44]([O:48]C(Cl)=O)C(C)C.Cl. Product: [CH3:44][O:48][N:38]([CH3:43])[C:22](=[O:24])[CH2:21][CH2:20][C@H:19]([C@@H:18]1[C@:26]2([CH3:34])[C:15]([C:14]3[CH2:13][CH2:12][C@@H:11]4[C@:30]([C:29]=3[CH2:28][CH2:27]2)([CH3:33])[CH2:31][CH2:32][C@H:9]([O:8][Si:1]([C:4]([CH3:6])([CH3:7])[CH3:5])([CH3:3])[CH3:2])[C:10]4([CH3:36])[CH3:35])=[CH:16][CH2:17]1)[CH3:25]. The catalyst class is: 4. (4) Reactant: [NH2:1][C:2]1[CH:7]=[CH:6][CH:5]=[CH:4]C=1.CC1(C)C2C(=C(P(C3C=CC=CC=3)C3C=CC=CC=3)C=CC=2)OC2C(P(C3C=CC=CC=3)C3C=CC=CC=3)=CC=CC1=2.[O-]P([O-])([O-])=O.[K+].[K+].[K+].BrC1C2[C:62](=[N:63]C=C([N+]([O-])=O)C=2)[N:61](COCC[Si](C)(C)C)[N:60]=1. Product: [NH:61]1[C:62]2=[N:63][CH:4]=[CH:5][CH:6]=[C:7]2[C:2]([NH2:1])=[N:60]1. The catalyst class is: 101. (5) The catalyst class is: 9. Reactant: [NH:1]1[CH:5]=[C:4]([C:6]2[CH:38]=[CH:37][C:9]([C:10]([N:12]3[CH2:17][CH2:16][C:15]([CH2:19][N:20]4[C:25](=[O:26])[C:24]5[CH:27]=[N:28][N:29]([C:30]6[CH:35]=[CH:34][C:33]([F:36])=[CH:32][CH:31]=6)[C:23]=5[N:22]=[CH:21]4)([OH:18])[CH2:14][CH2:13]3)=[O:11])=[CH:8][CH:7]=2)[CH:3]=[N:2]1.OC(C(F)(F)F)=O.FC1C=C[C:50]([N:53]2C3N=CN(CC4(O)CCNCC4)C(=O)C=3C=N2)=[CH:49]C=1.N1C=C(C2C=CC(C(O)=O)=CC=2)C=N1.BrCC#N.C(=O)([O-])[O-].[Cs+].[Cs+]. Product: [F:36][C:33]1[CH:32]=[CH:31][C:30]([N:29]2[C:23]3[N:22]=[CH:21][N:20]([CH2:19][C:15]4([OH:18])[CH2:16][CH2:17][N:12]([C:10]([C:9]5[CH:37]=[CH:38][C:6]([C:4]6[CH:5]=[N:1][N:2]([CH2:49][C:50]#[N:53])[CH:3]=6)=[CH:7][CH:8]=5)=[O:11])[CH2:13][CH2:14]4)[C:25](=[O:26])[C:24]=3[CH:27]=[N:28]2)=[CH:35][CH:34]=1. (6) Reactant: [CH2:1]([N:6]1[C:10](=[O:11])[C:9](=[CH:12][C:13]([O:15]CC)=[O:14])[S:8][CH:7]1[C:18]1[CH:23]=[CH:22][CH:21]=[CH:20][CH:19]=1)[CH2:2][CH:3]([CH3:5])[CH3:4].[OH-].[Na+].Cl. Product: [CH2:1]([N:6]1[C:10](=[O:11])[C:9](=[CH:12][C:13]([OH:15])=[O:14])[S:8][CH:7]1[C:18]1[CH:23]=[CH:22][CH:21]=[CH:20][CH:19]=1)[CH2:2][CH:3]([CH3:5])[CH3:4]. The catalyst class is: 5. (7) Reactant: C[Si]([N-][Si](C)(C)C)(C)C.[K+].[CH3:11][C:12]1[C:21]([CH2:22][C:23]([O:25][CH3:26])=[O:24])=[C:20]([C:27]2[CH:32]=[CH:31][CH:30]=[CH:29][CH:28]=2)[C:19]2[CH2:18][CH2:17][CH2:16][CH2:15][C:14]=2[N:13]=1.C1(S(N2C(C3C=CC=CC=3)O2)(=O)=[O:40])C=CC=CC=1. Product: [OH:40][CH:22]([C:21]1[C:12]([CH3:11])=[N:13][C:14]2[CH2:15][CH2:16][CH2:17][CH2:18][C:19]=2[C:20]=1[C:27]1[CH:28]=[CH:29][CH:30]=[CH:31][CH:32]=1)[C:23]([O:25][CH3:26])=[O:24]. The catalyst class is: 7. (8) Reactant: [OH:1][C:2]1[CH:11]=[CH:10][C:5]2[C:6](=[O:9])[CH2:7][O:8][C:4]=2[C:3]=1[CH2:12][N:13]1[CH2:18][CH2:17][N:16]([C:19]([O:21][C:22]([CH3:25])([CH3:24])[CH3:23])=[O:20])[CH2:15][CH2:14]1.[Cl:26][C:27]1[CH:32]=[CH:31][C:30]([S:33]([N:36]2[C:44]3[C:39](=[CH:40][CH:41]=[CH:42][CH:43]=3)[C:38]([CH:45]=O)=[CH:37]2)(=[O:35])=[O:34])=[CH:29][CH:28]=1.N1CCCCC1. Product: [Cl:26][C:27]1[CH:28]=[CH:29][C:30]([S:33]([N:36]2[C:44]3[C:39](=[CH:40][CH:41]=[CH:42][CH:43]=3)[C:38](/[CH:45]=[C:7]3\[O:8][C:4]4[C:3]([CH2:12][N:13]5[CH2:14][CH2:15][N:16]([C:19]([O:21][C:22]([CH3:25])([CH3:24])[CH3:23])=[O:20])[CH2:17][CH2:18]5)=[C:2]([OH:1])[CH:11]=[CH:10][C:5]=4[C:6]\3=[O:9])=[CH:37]2)(=[O:34])=[O:35])=[CH:31][CH:32]=1. The catalyst class is: 5.